From a dataset of Forward reaction prediction with 1.9M reactions from USPTO patents (1976-2016). Predict the product of the given reaction. (1) Given the reactants [CH3:1][O:2][C:3](=[O:33])[CH2:4][NH:5][C:6]1[CH:11]=[CH:10][C:9]([N:12]2[CH:16]=[C:15]([C:17]3[CH:22]=[CH:21][C:20]([Cl:23])=[CH:19][C:18]=3[Cl:24])[N:14]=[C:13]2[CH2:25][C:26]2[CH:31]=[CH:30][C:29](Br)=[CH:28][CH:27]=2)=[CH:8][CH:7]=1.[C:34]([C:38]1[CH:43]=[CH:42][C:41](B(O)O)=[CH:40][CH:39]=1)(=[O:37])[CH2:35][CH3:36], predict the reaction product. The product is: [CH3:1][O:2][C:3](=[O:33])[CH2:4][NH:5][C:6]1[CH:11]=[CH:10][C:9]([N:12]2[CH:16]=[C:15]([C:17]3[CH:22]=[CH:21][C:20]([Cl:23])=[CH:19][C:18]=3[Cl:24])[N:14]=[C:13]2[CH2:25][C:26]2[CH:31]=[CH:30][C:29]([C:41]3[CH:42]=[CH:43][C:38]([C:34](=[O:37])[CH2:35][CH3:36])=[CH:39][CH:40]=3)=[CH:28][CH:27]=2)=[CH:8][CH:7]=1. (2) Given the reactants [Br:1][C:2]1[CH:7]=[CH:6][C:5]([C:8]2[O:9][C:10]([CH3:16])=[C:11]([CH2:13][CH2:14]I)[N:12]=2)=[CH:4][CH:3]=1.S1CCCCS1.[Li]CCCC.[S:28]1[CH2:33][CH2:32][CH2:31][S:30][CH2:29]1.CN1CCCN(C)C1=O, predict the reaction product. The product is: [Br:1][C:2]1[CH:7]=[CH:6][C:5]([C:8]2[O:9][C:10]([CH3:16])=[C:11]([CH2:13][CH2:14][CH:29]3[S:30][CH2:31][CH2:32][CH2:33][S:28]3)[N:12]=2)=[CH:4][CH:3]=1.